Dataset: Reaction yield outcomes from USPTO patents with 853,638 reactions. Task: Predict the reaction yield, written as a fraction of the theoretical maximum amount of product (1.0 means a 100% yield; for example, 0.34 means a 34% yield). The product is [CH3:36][O:35][C:33]1[CH:32]=[C:31]([CH2:37][CH2:38][C:39]2[CH:40]=[C:41]([NH:44][C:7]([C:9]3[S:13][C:12]([N:14]4[CH2:15][CH2:16][N:17]([C:20]([O:22][C:23]([CH3:24])([CH3:25])[CH3:26])=[O:21])[CH2:18][CH2:19]4)=[CH:11][CH:10]=3)=[O:8])[NH:42][N:43]=2)[CH:30]=[C:29]([O:28][CH3:27])[CH:34]=1. The reactants are C[Al](C)C.CO[C:7]([C:9]1[S:13][C:12]([N:14]2[CH2:19][CH2:18][N:17]([C:20]([O:22][C:23]([CH3:26])([CH3:25])[CH3:24])=[O:21])[CH2:16][CH2:15]2)=[CH:11][CH:10]=1)=[O:8].[CH3:27][O:28][C:29]1[CH:30]=[C:31]([CH2:37][CH2:38][C:39]2[CH:40]=[C:41]([NH2:44])[NH:42][N:43]=2)[CH:32]=[C:33]([O:35][CH3:36])[CH:34]=1. The yield is 0.502. The catalyst is C1(C)C=CC=CC=1.CC(C)=O.